Dataset: Full USPTO retrosynthesis dataset with 1.9M reactions from patents (1976-2016). Task: Predict the reactants needed to synthesize the given product. (1) Given the product [CH2:20]([S:22][C:23]1[CH:28]=[CH:27][C:26]([C:8]2[C:7]([C:14]#[N:15])=[C:6]([OH:16])[C:5]([OH:4])=[CH:10][C:9]=2[C:11]#[N:12])=[CH:25][CH:24]=1)[CH3:21], predict the reactants needed to synthesize it. The reactants are: C([O:4][C:5]1[CH:10]=[C:9]([C:11]#[N:12])[C:8](Br)=[C:7]([C:14]#[N:15])[C:6]=1[O:16]C(=O)C)(=O)C.[CH2:20]([S:22][C:23]1[CH:28]=[CH:27][C:26](B(O)O)=[CH:25][CH:24]=1)[CH3:21]. (2) Given the product [CH2:1]([C:8]1[C:9](=[O:11])[NH:23][C:18]([CH2:19][CH2:20][CH3:21])=[N:22][C:14]=1[CH3:15])[C:2]1[CH:3]=[CH:4][CH:5]=[CH:6][CH:7]=1, predict the reactants needed to synthesize it. The reactants are: [CH2:1]([CH:8]([C:14](=O)[CH3:15])[C:9]([O:11]CC)=O)[C:2]1[CH:7]=[CH:6][CH:5]=[CH:4][CH:3]=1.Cl.[C:18](=[NH:23])([NH2:22])[CH2:19][CH2:20][CH3:21].C[O-].[Na+].CO.C(OCC)(=O)C. (3) Given the product [OH:31][CH:32]1[CH2:33][CH2:34][CH:35]([NH:38][C:39](=[O:40])[C:41]2[CH:46]=[CH:45][C:44]([C:2]3[N:11]=[C:10]4[N:4]([CH2:5][CH2:6][C:7]5[CH:23]=[CH:22][CH:21]=[CH:20][C:8]=5[CH:9]4[O:12][CH:13]4[CH2:18][CH2:17][N:16]([CH3:19])[CH2:15][CH2:14]4)[C:3]=3[CH3:24])=[CH:43][CH:42]=2)[CH2:36][CH2:37]1, predict the reactants needed to synthesize it. The reactants are: I[C:2]1[N:11]=[C:10]2[N:4]([CH2:5][CH2:6][C:7]3[CH:23]=[CH:22][CH:21]=[CH:20][C:8]=3[CH:9]2[O:12][CH:13]2[CH2:18][CH2:17][N:16]([CH3:19])[CH2:15][CH2:14]2)[C:3]=1[CH3:24].C([O-])([O-])=O.[K+].[K+].[OH:31][C@H:32]1[CH2:37][CH2:36][C@H:35]([NH:38][C:39]([C:41]2[CH:46]=[CH:45][C:44](B(O)O)=[CH:43][CH:42]=2)=[O:40])[CH2:34][CH2:33]1.O.